Dataset: Forward reaction prediction with 1.9M reactions from USPTO patents (1976-2016). Task: Predict the product of the given reaction. (1) Given the reactants [NH2:1][C:2]1[CH:16]=[CH:15][C:5]([C:6]([C:8]2[CH:13]=[CH:12][C:11]([NH2:14])=[CH:10][CH:9]=2)=[O:7])=[CH:4][CH:3]=1.[NH:17]1[C:25]2[C:20](=[CH:21][C:22]([C:26]([O-])=[O:27])=[CH:23][CH:24]=2)[CH:19]=[CH:18]1, predict the reaction product. The product is: [NH2:1][C:2]1[CH:16]=[CH:15][C:5]([C:6]([C:8]2[CH:13]=[CH:12][C:11]([NH:14][C:26]([C:22]3[CH:21]=[C:20]4[C:25](=[CH:24][CH:23]=3)[NH:17][CH:18]=[CH:19]4)=[O:27])=[CH:10][CH:9]=2)=[O:7])=[CH:4][CH:3]=1. (2) Given the reactants C(OC(=O)[NH:7][C:8]1[S:9][C:10]([C:19]2[O:23][N:22]=[C:21]([CH3:24])[N:20]=2)=[C:11]([C:13]2[CH:18]=[CH:17][CH:16]=[CH:15][CH:14]=2)[N:12]=1)(C)(C)C.C(O)(C(F)(F)F)=O.N, predict the reaction product. The product is: [CH3:24][C:21]1[N:20]=[C:19]([C:10]2[S:9][C:8]([NH2:7])=[N:12][C:11]=2[C:13]2[CH:14]=[CH:15][CH:16]=[CH:17][CH:18]=2)[O:23][N:22]=1. (3) Given the reactants [NH2:1][C:2]1[CH:3]=[CH:4][C:5]2[N:9]=[CH:8][N:7]([CH:10]3[CH2:15][CH2:14][N:13](C(OC(C)(C)C)=O)[CH2:12][CH2:11]3)[C:6]=2[CH:23]=1.FC(F)(F)C(O)=O, predict the reaction product. The product is: [NH:13]1[CH2:12][CH2:11][CH:10]([N:7]2[C:6]3[CH:23]=[C:2]([NH2:1])[CH:3]=[CH:4][C:5]=3[N:9]=[CH:8]2)[CH2:15][CH2:14]1. (4) Given the reactants [OH-:1].[Mg+2:2].[OH-].[C:4](=[O:6])=[O:5], predict the reaction product. The product is: [C:4](=[O:1])([OH:6])[O-:5].[Mg+2:2].[C:4](=[O:1])([OH:6])[O-:5]. (5) Given the reactants II.C(O)(=O)C.C(O)(=O)C.[I:11]C1C=CC=CC=1.[Br:18][C:19]1[S:20][CH:21]=[CH:22][C:23]=1[CH2:24][CH2:25][CH2:26][CH2:27][CH2:28][CH3:29].[O-]S([O-])(=S)=O.[Na+].[Na+], predict the reaction product. The product is: [Br:18][C:19]1[S:20][C:21]([I:11])=[CH:22][C:23]=1[CH2:24][CH2:25][CH2:26][CH2:27][CH2:28][CH3:29].